From a dataset of Catalyst prediction with 721,799 reactions and 888 catalyst types from USPTO. Predict which catalyst facilitates the given reaction. Reactant: [N:1]1[CH:6]=[CH:5][C:4]([C:7](=[O:16])[CH2:8][C:9]2[CH:14]=[CH:13][C:12]([CH3:15])=[CH:11][CH:10]=2)=[CH:3][CH:2]=1.[Se](=O)=[O:18]. Product: [N:1]1[CH:6]=[CH:5][C:4]([C:7](=[O:16])[C:8]([C:9]2[CH:10]=[CH:11][C:12]([CH3:15])=[CH:13][CH:14]=2)=[O:18])=[CH:3][CH:2]=1. The catalyst class is: 12.